This data is from Catalyst prediction with 721,799 reactions and 888 catalyst types from USPTO. The task is: Predict which catalyst facilitates the given reaction. (1) Reactant: C(O)(C(F)(F)F)=O.C(OC(=O)[NH:14][C:15]1[C:24]2[C:19](=[CH:20][CH:21]=[CH:22][CH:23]=2)[C:18]([O:25][C:26]2[CH:31]=[CH:30][N:29]=[C:28]([NH:32][C:33]3[CH:38]=[C:37]([C:39](=[O:52])[NH:40][C@@H:41]([CH3:51])[CH2:42][O:43][CH2:44][CH2:45][O:46][CH2:47][CH2:48][O:49][CH3:50])[CH:36]=[C:35]([C:53]#[CH:54])[CH:34]=3)[CH:27]=2)=[CH:17][CH:16]=1)(C)(C)C. Product: [NH2:14][C:15]1[C:24]2[C:19](=[CH:20][CH:21]=[CH:22][CH:23]=2)[C:18]([O:25][C:26]2[CH:31]=[CH:30][N:29]=[C:28]([NH:32][C:33]3[CH:38]=[C:37]([CH:36]=[C:35]([C:53]#[CH:54])[CH:34]=3)[C:39]([NH:40][C@@H:41]([CH3:51])[CH2:42][O:43][CH2:44][CH2:45][O:46][CH2:47][CH2:48][O:49][CH3:50])=[O:52])[CH:27]=2)=[CH:17][CH:16]=1. The catalyst class is: 2. (2) The catalyst class is: 57. Reactant: [NH2:1][C:2]1[N:7]=[C:6]([C:8]2[O:9][CH:10]=[CH:11][CH:12]=2)[C:5]([C:13]#[N:14])=[C:4](S(C)=O)[N:3]=1.[OH:18][CH2:19][C:20]1[CH:25]=[CH:24][N:23]=[CH:22][CH:21]=1.C1CCN2C(=NCCC2)CC1. Product: [NH2:1][C:2]1[N:7]=[C:6]([C:8]2[O:9][CH:10]=[CH:11][CH:12]=2)[C:5]([C:13]#[N:14])=[C:4]([O:18][CH2:19][C:20]2[CH:25]=[CH:24][N:23]=[CH:22][CH:21]=2)[N:3]=1. (3) Reactant: Cl.[NH2:2][C:3]1[CH:32]=[CH:31][C:6]2[NH:7][C:8]([C:13]3[C:14](=[O:30])[C@@:15]([CH3:29])([CH2:24][CH2:25][CH:26]([CH3:28])[CH3:27])[C:16]4[C:21]([C:22]=3[OH:23])=[CH:20][CH:19]=[CH:18][CH:17]=4)=[N:9][S:10](=[O:12])(=[O:11])[C:5]=2[CH:4]=1.[S:33](Cl)([CH3:36])(=[O:35])=[O:34].N1C=CC=CC=1. Product: [OH:23][C:22]1[C:21]2[C:16](=[CH:17][CH:18]=[CH:19][CH:20]=2)[C@:15]([CH3:29])([CH2:24][CH2:25][CH:26]([CH3:28])[CH3:27])[C:14](=[O:30])[C:13]=1[C:8]1[NH:7][C:6]2[CH:31]=[CH:32][C:3]([NH:2][S:33]([CH3:36])(=[O:35])=[O:34])=[CH:4][C:5]=2[S:10](=[O:12])(=[O:11])[N:9]=1. The catalyst class is: 21. (4) Reactant: Br[C:2]1[C:10]2[C:5](=[N:6][C:7]([O:11][CH2:12][C:13]3[CH:18]=[CH:17][CH:16]=[CH:15][N:14]=3)=[CH:8][CH:9]=2)[N:4]([CH:19]2[CH2:21][CH2:20]2)[CH:3]=1.[O:22]=[C:23]1[NH:28][CH2:27][CH2:26][N:25]([C:29]([O:31][CH2:32][CH3:33])=[O:30])[CH2:24]1.CNCCNC.P([O-])([O-])([O-])=O.[K+].[K+].[K+]. Product: [CH:19]1([N:4]2[C:5]3=[N:6][C:7]([O:11][CH2:12][C:13]4[CH:18]=[CH:17][CH:16]=[CH:15][N:14]=4)=[CH:8][CH:9]=[C:10]3[C:2]([N:28]3[CH2:27][CH2:26][N:25]([C:29]([O:31][CH2:32][CH3:33])=[O:30])[CH2:24][C:23]3=[O:22])=[CH:3]2)[CH2:21][CH2:20]1. The catalyst class is: 122. (5) Reactant: C=O.S(=O)(=O)(O)O.[C:8]1([CH2:18][OH:19])[C:17]2[C:12](=[CH:13][CH:14]=[CH:15][CH:16]=2)[CH:11]=[CH:10][CH:9]=1.C(C1C=CC=CC=1)C. Product: [CH2:18]=[O:19].[C:8]1([CH2:18][OH:19])[C:17]2[C:12](=[CH:13][CH:14]=[CH:15][CH:16]=2)[CH:11]=[CH:10][CH:9]=1. The catalyst class is: 824.